Dataset: Forward reaction prediction with 1.9M reactions from USPTO patents (1976-2016). Task: Predict the product of the given reaction. (1) Given the reactants [Br:1][C:2]1[CH:8]=[CH:7][C:5]([NH2:6])=[CH:4][CH:3]=1.[C:9]([O:13][C:14]([NH:16][CH:17]([CH2:21][CH:22]([CH3:24])[CH3:23])[C:18](O)=[O:19])=[O:15])([CH3:12])([CH3:11])[CH3:10].O=P(Cl)(Cl)Cl, predict the reaction product. The product is: [C:9]([O:13][C:14](=[O:15])[NH:16][CH:17]([CH2:21][CH:22]([CH3:23])[CH3:24])[C:18]([NH:6][C:5]1[CH:7]=[CH:8][C:2]([Br:1])=[CH:3][CH:4]=1)=[O:19])([CH3:12])([CH3:11])[CH3:10]. (2) The product is: [CH3:1][O:2][C:3]([C:5]1[CH:6]=[N:7][C:8]([C:19]2[CH:18]=[CH:17][CH:16]=[C:15]([O:14][CH3:13])[CH:20]=2)=[N:9][CH:10]=1)=[O:4]. Given the reactants [CH3:1][O:2][C:3]([C:5]1[CH:6]=[N:7][C:8](SC)=[N:9][CH:10]=1)=[O:4].[CH3:13][O:14][C:15]1[CH:16]=[C:17](B(O)O)[CH:18]=[CH:19][CH:20]=1, predict the reaction product. (3) Given the reactants [H-].[Na+].[C:3](OCC)(=O)[CH:4](C)[OH:5].Cl[C:12]1[N:22]=[CH:21][CH:20]=[CH:19][C:13]=1[C:14]([O:16]CC)=O, predict the reaction product. The product is: [CH3:3][CH:4]1[O:5][C:12]2=[N:22][CH:21]=[CH:20][CH:19]=[C:13]2[C:14]1=[O:16]. (4) Given the reactants [NH2:1][OH:2].O.[CH3:4][C:5]1[O:9][N:8]=[CH:7][C:6]=1[S:10](Cl)(=[O:12])=[O:11], predict the reaction product. The product is: [OH:2][NH:1][S:10]([C:6]1[CH:7]=[N:8][O:9][C:5]=1[CH3:4])(=[O:12])=[O:11]. (5) Given the reactants [CH3:1][C:2]1[CH:10]=[C:9]([C:11]2[CH2:15][C:14]([C:26]([F:29])([F:28])[F:27])([C:16]3[CH:21]=[CH:20][CH:19]=[C:18]([C:22]([F:25])([F:24])[F:23])[CH:17]=3)[O:13][N:12]=2)[CH:8]=[CH:7][C:3]=1[CH:4]=[N:5][OH:6].ClN1C(=O)CCC1=O.[NH2:38][CH2:39][C:40]([NH:42][CH2:43][CH3:44])=[O:41].C(N(CC)CC)C, predict the reaction product. The product is: [CH2:43]([NH:42][C:40](=[O:41])[CH2:39][NH:38][C:4](=[N:5][OH:6])[C:3]1[CH:7]=[CH:8][C:9]([C:11]2[CH2:15][C:14]([C:26]([F:29])([F:27])[F:28])([C:16]3[CH:21]=[CH:20][CH:19]=[C:18]([C:22]([F:24])([F:25])[F:23])[CH:17]=3)[O:13][N:12]=2)=[CH:10][C:2]=1[CH3:1])[CH3:44]. (6) Given the reactants C([O:4][C:5]1[CH:14]=[C:13]2[C:8]([CH:9]([OH:21])[CH:10]([C:15]3[CH:20]=[CH:19][CH:18]=[CH:17][CH:16]=3)[CH2:11][O:12]2)=[CH:7][CH:6]=1)(=O)C.N1C=CN=C1, predict the reaction product. The product is: [OH:4][C:5]1[CH:14]=[C:13]2[C:8]([CH:9]([OH:21])[CH:10]([C:15]3[CH:20]=[CH:19][CH:18]=[CH:17][CH:16]=3)[CH2:11][O:12]2)=[CH:7][CH:6]=1. (7) Given the reactants [CH3:1][O:2][C:3]([C:5]1[S:9][C:8]2[CH:10]=[C:11]([C:14]([F:17])([F:16])[F:15])[CH:12]=[CH:13][C:7]=2[C:6]=1[CH:18]1[CH2:23][CH2:22][N:21](CC2C=CC=CC=2)[CH2:20][CH2:19]1)=[O:4].Cl[C:32]([O:34][CH3:35])=[O:33], predict the reaction product. The product is: [CH3:35][O:34][C:32]([N:21]1[CH2:22][CH2:23][CH:18]([C:6]2[C:7]3[CH:13]=[CH:12][C:11]([C:14]([F:17])([F:15])[F:16])=[CH:10][C:8]=3[S:9][C:5]=2[C:3]([O:2][CH3:1])=[O:4])[CH2:19][CH2:20]1)=[O:33]. (8) Given the reactants S(S([O-])=O)([O-])(=O)=O.[Na+].[Na+].[O:10]([C:17]1[CH:24]=[CH:23][C:20]([CH:21]=O)=[CH:19][CH:18]=1)[C:11]1[CH:16]=[CH:15][CH:14]=[CH:13][CH:12]=1.[NH2:25][C:26]1[CH:27]=[C:28]([CH:34]=[CH:35][C:36]=1[NH2:37])[C:29]([O:31][CH2:32][CH3:33])=[O:30], predict the reaction product. The product is: [O:10]([C:17]1[CH:24]=[CH:23][C:20]([C:21]2[NH:25][C:26]3[CH:27]=[C:28]([C:29]([O:31][CH2:32][CH3:33])=[O:30])[CH:34]=[CH:35][C:36]=3[N:37]=2)=[CH:19][CH:18]=1)[C:11]1[CH:16]=[CH:15][CH:14]=[CH:13][CH:12]=1. (9) Given the reactants B(Br)(Br)Br.C[O:6][C:7]1[CH:8]=[C:9]([S:13][C:14]2[C:22]3[C:21](=[O:23])[N:20]([CH3:24])[C:19](=[O:25])[N:18]([CH2:26][CH:27]([CH3:29])[CH3:28])[C:17]=3[S:16][C:15]=2[CH2:30][C:31]2[C:40]3[C:35](=[CH:36][CH:37]=[CH:38][CH:39]=3)[CH:34]=[CH:33][CH:32]=2)[CH:10]=[CH:11][CH:12]=1.C(=O)([O-])O.[Na+], predict the reaction product. The product is: [CH3:30][CH2:15][CH2:14][CH:22]([CH3:21])[CH3:17].[OH:6][C:7]1[CH:8]=[C:9]([S:13][C:14]2[C:22]3[C:21](=[O:23])[N:20]([CH3:24])[C:19](=[O:25])[N:18]([CH2:26][CH:27]([CH3:28])[CH3:29])[C:17]=3[S:16][C:15]=2[CH2:30][C:31]2[C:40]3[C:35](=[CH:36][CH:37]=[CH:38][CH:39]=3)[CH:34]=[CH:33][CH:32]=2)[CH:10]=[CH:11][CH:12]=1.